Dataset: Forward reaction prediction with 1.9M reactions from USPTO patents (1976-2016). Task: Predict the product of the given reaction. Given the reactants C(Cl)(=O)C(Cl)=O.CS(C)=O.[C:11]([C:15]1[CH:16]=[C:17]([CH2:21][OH:22])[CH:18]=[N:19][CH:20]=1)([CH3:14])([CH3:13])[CH3:12].C(N(CC)CC)C, predict the reaction product. The product is: [C:11]([C:15]1[CH:20]=[N:19][CH:18]=[C:17]([CH:16]=1)[CH:21]=[O:22])([CH3:14])([CH3:12])[CH3:13].